The task is: Predict the reaction yield, written as a fraction of the theoretical maximum amount of product (1.0 means a 100% yield; for example, 0.34 means a 34% yield).. This data is from Reaction yield outcomes from USPTO patents with 853,638 reactions. (1) The reactants are [F:1][C:2]([F:12])([CH2:5][C:6]1[CH:11]=[CH:10][CH:9]=[CH:8][CH:7]=1)[CH2:3][OH:4].[Br:13][CH2:14][CH2:15][CH2:16][CH2:17][CH2:18][CH2:19]OCC(C1C=CC=C(OC)C=1)(F)F. No catalyst specified. The product is [F:1][C:2]([F:12])([CH2:5][C:6]1[CH:11]=[CH:10][CH:9]=[CH:8][CH:7]=1)[CH2:3][O:4][CH2:19][CH2:18][CH2:17][CH2:16][CH2:15][CH2:14][Br:13]. The yield is 0.360. (2) The reactants are [Br:1][C:2]1[CH:7]=[CH:6][C:5]([CH2:8][C:9]([OH:11])=O)=[CH:4][CH:3]=1.S(Cl)([Cl:14])=O. No catalyst specified. The product is [Br:1][C:2]1[CH:7]=[CH:6][C:5]([CH2:8][C:9]([Cl:14])=[O:11])=[CH:4][CH:3]=1. The yield is 1.00. (3) The yield is 0.440. The reactants are [CH2:1]([N:3]([CH2:37][CH3:38])[CH2:4][CH2:5][CH2:6][NH:7][C:8]1[N:9]=[C:10]([C:27]2[C:28]([CH3:36])=[C:29]([CH:33]=[CH:34][CH:35]=2)[C:30]([OH:32])=O)[C:11]2[CH:17]=[CH:16][C:15](=[O:18])[N:14]([C:19]3[C:24]([F:25])=[CH:23][CH:22]=[CH:21][C:20]=3[F:26])[C:12]=2[N:13]=1)[CH3:2].CN(C(ON1N=NC2C=CC=CC1=2)=[N+](C)C)C.F[P-](F)(F)(F)(F)F.C(N(CC)CC)C.[CH2:70]([NH2:74])[CH:71]([CH3:73])[CH3:72]. The product is [CH2:37]([N:3]([CH2:1][CH3:2])[CH2:4][CH2:5][CH2:6][NH:7][C:8]1[N:9]=[C:10]([C:27]2[C:28]([CH3:36])=[C:29]([CH:33]=[CH:34][CH:35]=2)[C:30]([NH:74][CH2:70][CH:71]([CH3:73])[CH3:72])=[O:32])[C:11]2[CH:17]=[CH:16][C:15](=[O:18])[N:14]([C:19]3[C:20]([F:26])=[CH:21][CH:22]=[CH:23][C:24]=3[F:25])[C:12]=2[N:13]=1)[CH3:38]. The catalyst is CN(C=O)C. (4) The reactants are C[O:2][C:3](=[O:31])[CH2:4][C:5]1[CH:10]=[CH:9][C:8]([C:11]#[C:12][C:13]2[CH:14]=[C:15]3[C:20](=[C:21]([O:23][CH:24]([CH3:26])[CH3:25])[CH:22]=2)[O:19][C:18]([CH3:28])([CH3:27])[CH2:17][C:16]3([CH3:30])[CH3:29])=[CH:7][CH:6]=1.[OH-].[Na+]. The catalyst is CO. The product is [CH:24]([O:23][C:21]1[CH:22]=[C:13]([C:12]#[C:11][C:8]2[CH:7]=[CH:6][C:5]([CH2:4][C:3]([OH:31])=[O:2])=[CH:10][CH:9]=2)[CH:14]=[C:15]2[C:20]=1[O:19][C:18]([CH3:27])([CH3:28])[CH2:17][C:16]2([CH3:30])[CH3:29])([CH3:26])[CH3:25]. The yield is 0.780. (5) The reactants are C([O:3][C:4](=[O:16])[C:5]([CH3:15])([S:7]([CH2:10][CH2:11][CH:12]([CH3:14])[CH3:13])(=[O:9])=[O:8])[CH3:6])C.O.[OH-].[Li+]. The catalyst is O1CCOCC1.O. The product is [CH3:15][C:5]([S:7]([CH2:10][CH2:11][CH:12]([CH3:14])[CH3:13])(=[O:9])=[O:8])([CH3:6])[C:4]([OH:16])=[O:3]. The yield is 1.00. (6) The reactants are [CH3:1][C:2]([CH3:17])([CH3:16])[C:3]#[C:4][C:5]1[CH:10]=[C:9]([N+:11]([O-:13])=[O:12])[CH:8]=[C:7]([F:14])[C:6]=1[NH2:15].N1C=CC=CC=1.[C:24](Cl)(=[O:28])[CH2:25][CH2:26][CH3:27]. The catalyst is C(Cl)Cl. The product is [CH3:1][C:2]([CH3:17])([CH3:16])[C:3]#[C:4][C:5]1[CH:10]=[C:9]([N+:11]([O-:13])=[O:12])[CH:8]=[C:7]([F:14])[C:6]=1[NH:15][C:24](=[O:28])[CH2:25][CH2:26][CH3:27]. The yield is 0.620. (7) The reactants are [N:1]1[CH:6]=[CH:5][CH:4]=[CH:3][C:2]=1[NH:7][CH2:8][CH2:9][CH2:10][O:11][C:12]1[CH:13]=[C:14]2[C:18](=[CH:19][CH:20]=1)[NH:17][C:16]([CH2:21][CH:22]([CH2:27][CH2:28][CH2:29][CH2:30][CH2:31][CH3:32])[C:23]([O:25]C)=[O:24])=[CH:15]2.[OH-].[Na+]. The catalyst is CO.O. The product is [N:1]1[CH:6]=[CH:5][CH:4]=[CH:3][C:2]=1[NH:7][CH2:8][CH2:9][CH2:10][O:11][C:12]1[CH:13]=[C:14]2[C:18](=[CH:19][CH:20]=1)[NH:17][C:16]([CH2:21][CH:22]([CH2:27][CH2:28][CH2:29][CH2:30][CH2:31][CH3:32])[C:23]([OH:25])=[O:24])=[CH:15]2. The yield is 0.900. (8) The reactants are CC[N:3]([CH2:6][CH3:7])[CH2:4]C.C1(P(N=[N+]=[N-])(C2C=CC=CC=2)=[O:15])C=CC=CC=1.[CH3:25][O:26][C:27](=[O:45])[C:28]1[CH:36]=[C:35]([O:37][CH2:38][C:39]2[CH:44]=[CH:43][CH:42]=[CH:41][CH:40]=2)[CH:34]=C(C(O)=O)C=1.[CH3:46][Si:47]([CH3:52])([CH3:51])[CH2:48][CH2:49][OH:50]. The catalyst is C1(C)C=CC=CC=1. The product is [CH3:25][O:26][C:27](=[O:45])[C:28]1[CH:7]=[C:6]([NH:3][C:4]([O:50][CH2:49][CH2:48][Si:47]([CH3:52])([CH3:51])[CH3:46])=[O:15])[CH:34]=[C:35]([O:37][CH2:38][C:39]2[CH:40]=[CH:41][CH:42]=[CH:43][CH:44]=2)[CH:36]=1. The yield is 0.400. (9) The reactants are [F:1][C:2]1[CH:21]=[CH:20][C:19]([F:22])=[CH:18][C:3]=1[CH2:4][N:5]1[CH2:10][CH2:9][NH:8][C:7]2[N:11]=[CH:12][C:13]([C:15]([OH:17])=O)=[CH:14][C:6]1=2.[CH3:23][N:24]1[CH2:29][CH2:28][N:27]([CH2:30][CH2:31][NH2:32])[CH2:26][CH2:25]1. No catalyst specified. The product is [CH3:23][N:24]1[CH2:29][CH2:28][N:27]([CH2:30][CH2:31][NH:32][C:15]([C:13]2[CH:12]=[N:11][C:7]3[NH:8][CH2:9][CH2:10][N:5]([CH2:4][C:3]4[CH:18]=[C:19]([F:22])[CH:20]=[CH:21][C:2]=4[F:1])[C:6]=3[CH:14]=2)=[O:17])[CH2:26][CH2:25]1. The yield is 0.820.